This data is from NCI-60 drug combinations with 297,098 pairs across 59 cell lines. The task is: Regression. Given two drug SMILES strings and cell line genomic features, predict the synergy score measuring deviation from expected non-interaction effect. (1) Drug 2: CC(C)CN1C=NC2=C1C3=CC=CC=C3N=C2N. Cell line: UACC-257. Drug 1: C1=CN(C(=O)N=C1N)C2C(C(C(O2)CO)O)O.Cl. Synergy scores: CSS=3.34, Synergy_ZIP=-1.17, Synergy_Bliss=-0.445, Synergy_Loewe=-2.49, Synergy_HSA=-2.50. (2) Drug 1: CNC(=O)C1=CC=CC=C1SC2=CC3=C(C=C2)C(=NN3)C=CC4=CC=CC=N4. Drug 2: N.N.Cl[Pt+2]Cl. Cell line: SK-OV-3. Synergy scores: CSS=-3.90, Synergy_ZIP=0.662, Synergy_Bliss=-2.47, Synergy_Loewe=-3.88, Synergy_HSA=-4.22. (3) Drug 1: C1=NC(=NC(=O)N1C2C(C(C(O2)CO)O)O)N. Drug 2: CC1C(C(CC(O1)OC2CC(OC(C2O)C)OC3=CC4=CC5=C(C(=O)C(C(C5)C(C(=O)C(C(C)O)O)OC)OC6CC(C(C(O6)C)O)OC7CC(C(C(O7)C)O)OC8CC(C(C(O8)C)O)(C)O)C(=C4C(=C3C)O)O)O)O. Cell line: MDA-MB-231. Synergy scores: CSS=60.3, Synergy_ZIP=-3.03, Synergy_Bliss=-0.750, Synergy_Loewe=-18.4, Synergy_HSA=0.630. (4) Drug 1: CC1=C(C=C(C=C1)C(=O)NC2=CC(=CC(=C2)C(F)(F)F)N3C=C(N=C3)C)NC4=NC=CC(=N4)C5=CN=CC=C5. Drug 2: C(CC(=O)O)C(=O)CN.Cl. Cell line: HL-60(TB). Synergy scores: CSS=12.6, Synergy_ZIP=-1.21, Synergy_Bliss=-2.95, Synergy_Loewe=-3.07, Synergy_HSA=-0.0447. (5) Drug 2: C1CC(C1)(C(=O)O)C(=O)O.[NH2-].[NH2-].[Pt+2]. Cell line: K-562. Synergy scores: CSS=53.7, Synergy_ZIP=-1.28, Synergy_Bliss=-0.580, Synergy_Loewe=-3.57, Synergy_HSA=3.91. Drug 1: COC1=CC(=CC(=C1O)OC)C2C3C(COC3=O)C(C4=CC5=C(C=C24)OCO5)OC6C(C(C7C(O6)COC(O7)C8=CC=CS8)O)O. (6) Drug 1: CC1OCC2C(O1)C(C(C(O2)OC3C4COC(=O)C4C(C5=CC6=C(C=C35)OCO6)C7=CC(=C(C(=C7)OC)O)OC)O)O. Drug 2: CN(CCCl)CCCl.Cl. Cell line: MDA-MB-435. Synergy scores: CSS=-2.21, Synergy_ZIP=-1.03, Synergy_Bliss=-0.561, Synergy_Loewe=-9.63, Synergy_HSA=-6.39. (7) Drug 1: C1=CC(=CC=C1CC(C(=O)O)N)N(CCCl)CCCl.Cl. Drug 2: CC(C)(C#N)C1=CC(=CC(=C1)CN2C=NC=N2)C(C)(C)C#N. Cell line: PC-3. Synergy scores: CSS=15.4, Synergy_ZIP=-0.315, Synergy_Bliss=3.92, Synergy_Loewe=2.41, Synergy_HSA=2.71.